This data is from Peptide-MHC class I binding affinity with 185,985 pairs from IEDB/IMGT. The task is: Regression. Given a peptide amino acid sequence and an MHC pseudo amino acid sequence, predict their binding affinity value. This is MHC class I binding data. (1) The peptide sequence is ILFQKAFSM. The MHC is HLA-A11:01 with pseudo-sequence HLA-A11:01. The binding affinity (normalized) is 0. (2) The peptide sequence is SLDPGPLEQF. The MHC is Mamu-B8701 with pseudo-sequence Mamu-B8701. The binding affinity (normalized) is 1.00. (3) The peptide sequence is AAILKQHKL. The MHC is HLA-A03:01 with pseudo-sequence HLA-A03:01. The binding affinity (normalized) is 0.0847.